From a dataset of Full USPTO retrosynthesis dataset with 1.9M reactions from patents (1976-2016). Predict the reactants needed to synthesize the given product. (1) The reactants are: [Cl:1][C:2]1[CH:3]=[C:4]([CH:7]=[CH:8][C:9]=1[OH:10])[CH:5]=[O:6].Br[CH2:12][CH:13]1[CH2:15][CH2:14]1. Given the product [Cl:1][C:2]1[CH:3]=[C:4]([CH:7]=[CH:8][C:9]=1[O:10][CH2:12][CH:13]1[CH2:15][CH2:14]1)[CH:5]=[O:6], predict the reactants needed to synthesize it. (2) Given the product [NH2:7][CH2:5][CH2:4][CH:3]([OH:8])[C:2]([F:10])([F:9])[F:1], predict the reactants needed to synthesize it. The reactants are: [F:1][C:2]([F:10])([F:9])[CH:3]([OH:8])[CH2:4][C:5]([NH2:7])=O.[H-].[H-].[H-].[H-].[Li+].[Al+3].O.[OH-].[Na+]. (3) Given the product [CH3:1][C:2]1[S:3][C:4]2[C:13]3[CH:12]=[CH:11][CH:10]=[CH:9][C:8]=3[N:7]=[C:6]([NH2:14])[C:5]=2[N:21]=1, predict the reactants needed to synthesize it. The reactants are: [CH3:1][C:2]1[S:3][C:4]2[C:13]3[CH:12]=[CH:11][CH:10]=[CH:9][C:8]=3[N:7]=[C:6]([NH:14]C(=O)C(Cl)(Cl)Cl)[C:5]=2[N:21]=1.C[O-].[Na+].C. (4) Given the product [Cl:22][C:23]1[CH:30]=[C:29]([S:15]([C:18]([F:21])([F:20])[F:19])(=[O:17])=[O:16])[C:28]([S:15]([C:18]([F:19])([F:20])[F:21])(=[O:16])=[O:17])=[CH:27][C:25]=1[Cl:31], predict the reactants needed to synthesize it. The reactants are: N1C=CC=CC=1.[S:15](O[S:15]([C:18]([F:21])([F:20])[F:19])(=[O:17])=[O:16])([C:18]([F:21])([F:20])[F:19])(=[O:17])=[O:16].[Cl:22][C:23]1([CH:30]=[CH:29][CH:28]=[CH:27][C:25]1([Cl:31])O)O. (5) Given the product [CH2:11]([O:15][C:2]1[N:3]=[CH:4][C:5]([C:8]([OH:10])=[O:9])=[N:6][CH:7]=1)[C:12]#[C:13][CH3:14], predict the reactants needed to synthesize it. The reactants are: Cl[C:2]1[N:3]=[CH:4][C:5]([C:8]([OH:10])=[O:9])=[N:6][CH:7]=1.[CH2:11]([OH:15])[C:12]#[C:13][CH3:14].CC(C)([O-])C.[K+].Cl. (6) The reactants are: [CH3:1][O:2][C:3]1[N:4]=[CH:5][C:6]([N:11]2[CH2:20][CH2:19][C:14]3(OCC[O:15]3)[CH2:13][CH2:12]2)=[N:7][C:8]=1[O:9][CH3:10].[OH-].[Na+].C([O-])([O-])=O.[K+].[K+]. Given the product [CH3:1][O:2][C:3]1[N:4]=[CH:5][C:6]([N:11]2[CH2:20][CH2:19][C:14](=[O:15])[CH2:13][CH2:12]2)=[N:7][C:8]=1[O:9][CH3:10], predict the reactants needed to synthesize it. (7) Given the product [CH:11]([N:10]1[C:4]2[CH:3]=[C:2]([NH:32][C:30]3[CH:29]=[CH:28][N:27]=[C:26]([N:23]4[CH2:22][CH2:21][CH:20]([O:19][CH3:18])[CH2:25][CH2:24]4)[N:31]=3)[N:7]=[CH:6][C:5]=2[C:8]([S:14]([CH3:17])(=[O:16])=[O:15])=[CH:9]1)([CH3:13])[CH3:12], predict the reactants needed to synthesize it. The reactants are: Cl[C:2]1[N:7]=[CH:6][C:5]2[C:8]([S:14]([CH3:17])(=[O:16])=[O:15])=[CH:9][N:10]([CH:11]([CH3:13])[CH3:12])[C:4]=2[CH:3]=1.[CH3:18][O:19][CH:20]1[CH2:25][CH2:24][N:23]([C:26]2[N:31]=[C:30]([NH2:32])[CH:29]=[CH:28][N:27]=2)[CH2:22][CH2:21]1.CC(C)([O-])C.[Na+]. (8) Given the product [CH3:16][C:17]1([CH2:21][O:22][CH2:23][CH2:24][CH2:25][O:26][C:27]2[CH:28]=[CH:29][C:30]([C:31]([O:33][C:1]3[CH:6]=[CH:5][CH:4]=[CH:3][CH:2]=3)=[O:32])=[CH:34][CH:35]=2)[CH2:20][O:19][CH2:18]1, predict the reactants needed to synthesize it. The reactants are: [CH:1]1(N=C=N[CH:1]2[CH2:6][CH2:5][CH2:4][CH2:3][CH2:2]2)[CH2:6][CH2:5][CH2:4][CH2:3][CH2:2]1.[CH3:16][C:17]1([CH2:21][O:22][CH2:23][CH2:24][CH2:25][O:26][C:27]2[CH:35]=[CH:34][C:30]([C:31]([OH:33])=[O:32])=[CH:29][CH:28]=2)[CH2:20][O:19][CH2:18]1.CC1C=C(O)C=CC=1O.